Dataset: Reaction yield outcomes from USPTO patents with 853,638 reactions. Task: Predict the reaction yield, written as a fraction of the theoretical maximum amount of product (1.0 means a 100% yield; for example, 0.34 means a 34% yield). (1) The reactants are [C:1]([C:3]1[C:11]2[C:6](=[N+:7]([O-])[CH:8]=[CH:9][CH:10]=2)[N:5]([CH:13]2[CH2:16][CH2:15][CH2:14]2)[CH:4]=1)#[N:2].C[Si](C)(C)N[Si](C)(C)C.[Cl:26]C(OCC)=O.C([O-])(O)=O.[Na+]. The catalyst is C1COCC1. The product is [Cl:26][C:8]1[N:7]=[C:6]2[N:5]([CH:13]3[CH2:16][CH2:15][CH2:14]3)[CH:4]=[C:3]([C:1]#[N:2])[C:11]2=[CH:10][CH:9]=1. The yield is 0.610. (2) The reactants are [CH2:1]([NH:4][C:5]1[C:14]2[C:9](=[CH:10][CH:11]=[C:12]([N+:15]([O-:17])=[O:16])[CH:13]=2)[N:8]=[C:7]([NH:18][CH2:19][CH2:20]O)[N:6]=1)[CH:2]=[CH2:3].S(Cl)([Cl:24])=O. The catalyst is ClCCl. The product is [CH2:1]([NH:4][C:5]1[C:14]2[C:9](=[CH:10][CH:11]=[C:12]([N+:15]([O-:17])=[O:16])[CH:13]=2)[N:8]=[C:7]([NH:18][CH2:19][CH2:20][Cl:24])[N:6]=1)[CH:2]=[CH2:3]. The yield is 0.468. (3) The product is [NH:17]1[C:25]2[C:20](=[C:21]([C:2]3[N:3]=[C:4]([N:11]4[CH2:16][CH2:15][O:14][CH2:13][CH2:12]4)[C:5]4[CH:10]=[CH:9][NH:8][C:6]=4[N:7]=3)[CH:22]=[CH:23][CH:24]=2)[CH:19]=[N:18]1. No catalyst specified. The reactants are Cl[C:2]1[N:3]=[C:4]([N:11]2[CH2:16][CH2:15][O:14][CH2:13][CH2:12]2)[C:5]2[CH:10]=[CH:9][NH:8][C:6]=2[N:7]=1.[NH:17]1[C:25]2[C:20](=[C:21](B3OC(C)(C)C(C)(C)O3)[CH:22]=[CH:23][CH:24]=2)[CH:19]=[N:18]1. The yield is 0.320.